Dataset: Catalyst prediction with 721,799 reactions and 888 catalyst types from USPTO. Task: Predict which catalyst facilitates the given reaction. Reactant: [CH2:1]([O:3][C:4](=[O:18])[C:5](=O)[CH:6]([C:14](=[O:16])[CH3:15])[C:7]([O:9][C:10]([CH3:13])([CH3:12])[CH3:11])=[O:8])[CH3:2].C([N:21](CC)CC)C.Cl.NO.Cl. Product: [CH2:1]([O:3][C:4]([C:5]1[C:6]([C:7]([O:9][C:10]([CH3:13])([CH3:12])[CH3:11])=[O:8])=[C:14]([CH3:15])[O:16][N:21]=1)=[O:18])[CH3:2]. The catalyst class is: 22.